This data is from Forward reaction prediction with 1.9M reactions from USPTO patents (1976-2016). The task is: Predict the product of the given reaction. Given the reactants Br[C:2]1[C:3](=[O:22])[N:4]([CH3:21])[N:5]=[C:6]([O:8][CH2:9][C@H:10]2[CH2:12][C@@H:11]2[C:13]2[CH:18]=[CH:17][C:16]([O:19][CH3:20])=[CH:15][N:14]=2)[CH:7]=1.[Cl:23][C:24]1[CH:25]=[CH:26][C:27]([CH2:31][NH2:32])=[N:28][C:29]=1[CH3:30].C1C=CC(P(C2C(C3C(P(C4C=CC=CC=4)C4C=CC=CC=4)=CC=C4C=3C=CC=C4)=C3C(C=CC=C3)=CC=2)C2C=CC=CC=2)=CC=1.CC([O-])(C)C.[Na+], predict the reaction product. The product is: [Cl:23][C:24]1[CH:25]=[CH:26][C:27]([CH2:31][NH:32][C:2]2[C:3](=[O:22])[N:4]([CH3:21])[N:5]=[C:6]([O:8][CH2:9][C@H:10]3[CH2:12][C@@H:11]3[C:13]3[CH:18]=[CH:17][C:16]([O:19][CH3:20])=[CH:15][N:14]=3)[CH:7]=2)=[N:28][C:29]=1[CH3:30].